Dataset: Full USPTO retrosynthesis dataset with 1.9M reactions from patents (1976-2016). Task: Predict the reactants needed to synthesize the given product. (1) The reactants are: [C:1]1([C:7]2[N:8]=[C:9]([NH2:21])[N:10]=[N:11][C:12]=2[C:13]2[CH:18]=[C:17]([CH3:19])[N:16]=[C:15](Cl)[CH:14]=2)[CH:6]=[CH:5][CH:4]=[CH:3][CH:2]=1.[NH:22]1[CH2:25][CH2:24][CH2:23]1. Given the product [N:22]1([C:15]2[CH:14]=[C:13]([C:12]3[N:11]=[N:10][C:9]([NH2:21])=[N:8][C:7]=3[C:1]3[CH:6]=[CH:5][CH:4]=[CH:3][CH:2]=3)[CH:18]=[C:17]([CH3:19])[N:16]=2)[CH2:25][CH2:24][CH2:23]1, predict the reactants needed to synthesize it. (2) Given the product [CH2:12]([N:1]([CH2:12][C:13]1[CH:18]=[CH:17][CH:16]=[CH:15][CH:14]=1)[C:2]1[CH:3]=[CH:4][C:5]([C:8]#[N:9])=[N:6][CH:7]=1)[C:13]1[CH:18]=[CH:17][CH:16]=[CH:15][CH:14]=1, predict the reactants needed to synthesize it. The reactants are: [NH2:1][C:2]1[CH:3]=[CH:4][C:5]([C:8]#[N:9])=[N:6][CH:7]=1.[H-].[Na+].[CH2:12](Br)[C:13]1[CH:18]=[CH:17][CH:16]=[CH:15][CH:14]=1. (3) Given the product [CH:5]1[C:6]([C@H:7]2[O:17][C:16]3[CH:15]=[C:14]([OH:18])[CH:13]=[C:12]([OH:19])[C:11]=3[C:9](=[O:10])[C@@H:8]2[OH:36])=[CH:1][CH:2]=[C:3]([OH:20])[CH:4]=1, predict the reactants needed to synthesize it. The reactants are: [CH:1]1[C:6]([C@H:7]2[O:17][C:16]3[CH:15]=[C:14]([OH:18])[CH:13]=[C:12]([OH:19])[C:11]=3[C:9](=[O:10])[CH2:8]2)=[CH:5][CH:4]=[C:3]([OH:20])[CH:2]=1.C1C(C2[O+:36]=C3C(C(O)=CC(O)=C3)=CC=2O[C@@H]2O[C@H](CO)[C@@H](O)[C@H](O)[C@H]2O)=CC=C(O)C=1.[Cl-]. (4) Given the product [F:27][C:22]1[C:23]([O:25][CH3:26])=[CH:24][C:19]2[O:18][CH2:17][C:10]3([C:11]4[C:16](=[CH:15][CH:14]=[CH:13][CH:12]=4)[NH:8][C:9]3=[O:28])[C:20]=2[CH:21]=1, predict the reactants needed to synthesize it. The reactants are: C1(C(C2C=CC=CC=2)[N:8]2[C:16]3[C:11](=[CH:12][CH:13]=[CH:14][CH:15]=3)[C:10]3([C:20]4[CH:21]=[C:22]([F:27])[C:23]([O:25][CH3:26])=[CH:24][C:19]=4[O:18][CH2:17]3)[C:9]2=[O:28])C=CC=CC=1.C1(C(C2C=CC=CC=2)N2C3C(=CC=CC=3)C3(C4C=C(C)C(OC)=CC=4OC3)C2=O)C=CC=CC=1. (5) Given the product [CH3:27][N:28]([CH3:44])[C:29]1[CH:34]=[CH:33][C:32]([C:2]2[N:11]=[C:10]([NH:12][CH2:13][CH:14]([C:21]3[CH:26]=[CH:25][CH:24]=[CH:23][CH:22]=3)[C:15]3[CH:20]=[CH:19][N:18]=[CH:17][CH:16]=3)[C:9]3[C:4](=[CH:5][CH:6]=[CH:7][CH:8]=3)[N:3]=2)=[CH:31][CH:30]=1, predict the reactants needed to synthesize it. The reactants are: Cl[C:2]1[N:11]=[C:10]([NH:12][CH2:13][CH:14]([C:21]2[CH:26]=[CH:25][CH:24]=[CH:23][CH:22]=2)[C:15]2[CH:20]=[CH:19][N:18]=[CH:17][CH:16]=2)[C:9]2[C:4](=[CH:5][CH:6]=[CH:7][CH:8]=2)[N:3]=1.[CH3:27][N:28]([CH3:44])[C:29]1[CH:34]=[CH:33][C:32](B2OC(C)(C)C(C)(C)O2)=[CH:31][CH:30]=1.C1(C(C2C=CC=CN=2)CNC2C3C(=CC=CC=3)N=C(C3C=CC(NS(C)(=O)=O)=CC=3)N=2)C=CC=CC=1. (6) Given the product [Cl:1][C:2]1[N:3]=[C:4]2[CH:9]=[CH:8][CH:7]=[CH:6][N:5]2[C:10]=1[C:12]1[N:17]=[C:16]([CH3:18])[N:15]=[C:14]([N:19]([CH2:20][C:21]2[CH:22]=[CH:23][C:24]([O:27][CH3:28])=[CH:25][CH:26]=2)[CH2:29][C:30]2[CH:31]=[CH:32][C:33]([O:36][CH3:37])=[CH:34][CH:35]=2)[N:13]=1, predict the reactants needed to synthesize it. The reactants are: [Cl:1][C:2]1[N:3]=[C:4]2[CH:9]=[CH:8][CH:7]=[CH:6][N:5]2[CH:10]=1.Cl[C:12]1[N:17]=[C:16]([CH3:18])[N:15]=[C:14]([N:19]([CH2:29][C:30]2[CH:35]=[CH:34][C:33]([O:36][CH3:37])=[CH:32][CH:31]=2)[CH2:20][C:21]2[CH:26]=[CH:25][C:24]([O:27][CH3:28])=[CH:23][CH:22]=2)[N:13]=1.C(=O)([O-])[O-].[K+].[K+].C1(P(C2C=CC=CC=2)C2C=CC=CC=2)C=CC=CC=1.